Dataset: Blood-brain barrier permeability classification from the B3DB database. Task: Regression/Classification. Given a drug SMILES string, predict its absorption, distribution, metabolism, or excretion properties. Task type varies by dataset: regression for continuous measurements (e.g., permeability, clearance, half-life) or binary classification for categorical outcomes (e.g., BBB penetration, CYP inhibition). Dataset: b3db_classification. The drug is CC(=O)O[C@H]1Cc2ccccc2[C@@H](C(N)=O)c2ccccc21. The result is 1 (penetrates BBB).